From a dataset of Forward reaction prediction with 1.9M reactions from USPTO patents (1976-2016). Predict the product of the given reaction. (1) Given the reactants [CH2:1]([O:3][C:4]1[NH:8][C:7]2[CH:9]=[C:10]([O:14][CH2:15][C:16]3[CH:25]=[CH:24][CH:23]=[CH:22][C:17]=3[C:18]([O:20][CH3:21])=[O:19])[CH:11]=[C:12]([CH3:13])[C:6]=2[N:5]=1)[CH3:2].[Cl:26][C:27]1[C:28]([CH2:37]Cl)=[N:29][CH:30]=[C:31]([C:33]([F:36])([F:35])[F:34])[CH:32]=1, predict the reaction product. The product is: [Cl:26][C:27]1[C:28]([CH2:37][N:8]2[C:7]3[CH:9]=[C:10]([O:14][CH2:15][C:16]4[CH:25]=[CH:24][CH:23]=[CH:22][C:17]=4[C:18]([O:20][CH3:21])=[O:19])[CH:11]=[C:12]([CH3:13])[C:6]=3[N:5]=[C:4]2[O:3][CH2:1][CH3:2])=[N:29][CH:30]=[C:31]([C:33]([F:35])([F:34])[F:36])[CH:32]=1. (2) Given the reactants [H-].[Na+].[CH:3]1([NH:6][C:7](=[O:26])[C:8]2[CH:13]=[C:12]([C:14]3[CH:15]=[C:16]4[C:20](=[CH:21][CH:22]=3)[NH:19][N:18]=[C:17]4[CH3:23])[C:11]([CH3:24])=[C:10]([F:25])[CH:9]=2)[CH2:5][CH2:4]1.[S:27]1[CH:31]=[CH:30][CH:29]=[C:28]1[S:32](Cl)(=[O:34])=[O:33].O, predict the reaction product. The product is: [CH:3]1([NH:6][C:7](=[O:26])[C:8]2[CH:13]=[C:12]([C:14]3[CH:15]=[C:16]4[C:20](=[CH:21][CH:22]=3)[N:19]([S:32]([C:28]3[S:27][CH:31]=[CH:30][CH:29]=3)(=[O:34])=[O:33])[N:18]=[C:17]4[CH3:23])[C:11]([CH3:24])=[C:10]([F:25])[CH:9]=2)[CH2:4][CH2:5]1. (3) Given the reactants [Br:1][C:2]1[CH:7]=[CH:6][CH:5]=[C:4]([N:8]=[C:9]=[O:10])[CH:3]=1.CO[CH:13](OC)[CH2:14][NH2:15], predict the reaction product. The product is: [Br:1][C:2]1[CH:3]=[C:4]([N:8]2[CH:13]=[CH:14][NH:15][C:9]2=[O:10])[CH:5]=[CH:6][CH:7]=1. (4) Given the reactants [CH2:1]([N:3](CC)[CH2:4]C)C.[Cl:8][C:9]1[CH:18]=[C:17]([Cl:19])[C:16]([OH:20])=[C:15]2[C:10]=1[CH:11]=[CH:12][C:13]([CH:21]=O)=[N:14]2.Cl.CNC.C(O[BH-](OC(=O)C)OC(=O)C)(=O)C.[Na+], predict the reaction product. The product is: [ClH:8].[Cl:8][C:9]1[CH:18]=[C:17]([Cl:19])[C:16]([OH:20])=[C:15]2[C:10]=1[CH:11]=[CH:12][C:13]([CH2:21][N:3]([CH3:4])[CH3:1])=[N:14]2. (5) The product is: [Cl:8][C:6]1[N:5]=[CH:4][N:3]=[C:2]([NH:27][C:26]2[CH:28]=[CH:29][CH:30]=[C:24]([N:18]3[CH2:23][CH2:22][O:21][CH2:20][CH2:19]3)[CH:25]=2)[N:7]=1. Given the reactants Cl[C:2]1[N:7]=[C:6]([Cl:8])[N:5]=[CH:4][N:3]=1.C(N(CC)C(C)C)(C)C.[N:18]1([C:24]2[CH:25]=[C:26]([CH:28]=[CH:29][CH:30]=2)[NH2:27])[CH2:23][CH2:22][O:21][CH2:20][CH2:19]1, predict the reaction product.